Dataset: Forward reaction prediction with 1.9M reactions from USPTO patents (1976-2016). Task: Predict the product of the given reaction. (1) Given the reactants Cl.[CH3:2][O:3][C:4]1[CH:5]=[C:6]([C:12]2[C:13]([CH3:25])([CH3:24])[C:14](=[O:23])[N:15]([CH:17]3[CH2:22][CH2:21][NH:20][CH2:19][CH2:18]3)[N:16]=2)[CH:7]=[CH:8][C:9]=1[O:10][CH3:11].[CH3:26][C:27]1[CH:35]=[CH:34][C:33]([O:36][C:37]([F:40])([F:39])[F:38])=[CH:32][C:28]=1[C:29](O)=[O:30], predict the reaction product. The product is: [CH3:2][O:3][C:4]1[CH:5]=[C:6]([C:12]2[C:13]([CH3:25])([CH3:24])[C:14](=[O:23])[N:15]([CH:17]3[CH2:22][CH2:21][N:20]([C:29]([C:28]4[CH:32]=[C:33]([O:36][C:37]([F:38])([F:39])[F:40])[CH:34]=[CH:35][C:27]=4[CH3:26])=[O:30])[CH2:19][CH2:18]3)[N:16]=2)[CH:7]=[CH:8][C:9]=1[O:10][CH3:11]. (2) Given the reactants Br[C:2]1[CH:7]=[C:6]([Cl:8])[C:5]([O:9][CH2:10][C:11]2[CH:16]=[CH:15][CH:14]=[CH:13][CH:12]=2)=[C:4]([CH3:17])[CH:3]=1.C([Li])CCC.C[O:24]B(OC)OC.Cl, predict the reaction product. The product is: [CH2:10]([O:9][C:5]1[C:4]([CH3:17])=[CH:3][C:2]([OH:24])=[CH:7][C:6]=1[Cl:8])[C:11]1[CH:16]=[CH:15][CH:14]=[CH:13][CH:12]=1.